From a dataset of Forward reaction prediction with 1.9M reactions from USPTO patents (1976-2016). Predict the product of the given reaction. Given the reactants [F:1][C:2]1[CH:7]=[CH:6][C:5]([CH:8]([C:12]2[CH:17]=[CH:16][C:15]([F:18])=[CH:14][CH:13]=2)[CH2:9][CH:10]=O)=[CH:4][CH:3]=1.[CH2:19]([NH:26][CH2:27][CH2:28][C:29]1[N:34]=[CH:33][CH:32]=[CH:31][N:30]=1)[C:20]1[CH:25]=[CH:24][CH:23]=[CH:22][CH:21]=1.C(O)(=O)C.[BH-](OC(C)=O)(OC(C)=O)OC(C)=O.[Na+], predict the reaction product. The product is: [CH2:19]([N:26]([CH2:27][CH2:28][C:29]1[N:30]=[CH:31][CH:32]=[CH:33][N:34]=1)[CH2:10][CH2:9][CH:8]([C:12]1[CH:17]=[CH:16][C:15]([F:18])=[CH:14][CH:13]=1)[C:5]1[CH:6]=[CH:7][C:2]([F:1])=[CH:3][CH:4]=1)[C:20]1[CH:21]=[CH:22][CH:23]=[CH:24][CH:25]=1.